From a dataset of Forward reaction prediction with 1.9M reactions from USPTO patents (1976-2016). Predict the product of the given reaction. (1) Given the reactants [Br:1][CH2:2][CH:3]([OH:21])[CH2:4][C:5](=[O:20])[CH2:6][C:7]([O:9][C:10]([CH3:19])([CH3:18])[CH2:11][C:12]1[CH:17]=[CH:16][CH:15]=[CH:14][CH:13]=1)=[O:8].ClCC(O)CC(=O)CC(OC(C)(C)CC1C=CC=CC=1)=O, predict the reaction product. The product is: [Br:1][CH2:2][C@@H:3]([OH:21])[CH2:4][C@@H:5]([OH:20])[CH2:6][C:7]([O:9][C:10]([CH3:18])([CH3:19])[CH2:11][C:12]1[CH:13]=[CH:14][CH:15]=[CH:16][CH:17]=1)=[O:8]. (2) Given the reactants [C:1]([O:5][C:6](=[O:13])[CH2:7][C@@H:8]([C:10]([OH:12])=[O:11])[NH2:9])([CH3:4])([CH3:3])[CH3:2].C([O-])(O)=O.[Na+].Cl[C:20]([O:22][CH2:23][C:24]1[CH:29]=[CH:28][CH:27]=[CH:26][CH:25]=1)=[O:21], predict the reaction product. The product is: [C:1]([O:5][C:6](=[O:13])[CH2:7][C@@H:8]([C:10]([OH:12])=[O:11])[NH:9][C:20]([O:22][CH2:23][C:24]1[CH:29]=[CH:28][CH:27]=[CH:26][CH:25]=1)=[O:21])([CH3:4])([CH3:2])[CH3:3]. (3) Given the reactants [CH3:1][N:2]1[C:6]([C:7](=[O:24])[NH:8][C:9]2[CH:10]=[CH:11][C:12]3[N:13]([N:15]=[C:16]([C:18]4[CH:19]=[N:20][CH:21]=[CH:22][CH:23]=4)[N:17]=3)[CH:14]=2)=[C:5]([C:25]([O:27]CC)=[O:26])[CH:4]=[N:3]1.O.[OH-].[Li+].Cl, predict the reaction product. The product is: [CH3:1][N:2]1[C:6]([C:7](=[O:24])[NH:8][C:9]2[CH:10]=[CH:11][C:12]3[N:13]([N:15]=[C:16]([C:18]4[CH:19]=[N:20][CH:21]=[CH:22][CH:23]=4)[N:17]=3)[CH:14]=2)=[C:5]([C:25]([OH:27])=[O:26])[CH:4]=[N:3]1. (4) Given the reactants [F:1][C:2]([F:54])([F:53])[C:3]1[CH:4]=[C:5]([CH:46]=[C:47]([C:49]([F:52])([F:51])[F:50])[CH:48]=1)[CH2:6][N:7]([C:29]1[N:34]=[CH:33][C:32]([C:35]2[CH:36]=[N:37][N:38](C3CCCCO3)[CH:39]=2)=[CH:31][N:30]=1)[C@@H:8]1[CH2:12][N:11]([C:13]2[C:18]([Cl:19])=[CH:17][N:16]=[C:15]([N:20]3[CH2:25][CH2:24][CH:23]([OH:26])[CH2:22][CH2:21]3)[N:14]=2)[C@H:10]([CH2:27][CH3:28])[CH2:9]1.Cl.CO.C([O-])(O)=O.[Na+], predict the reaction product. The product is: [F:54][C:2]([F:1])([F:53])[C:3]1[CH:4]=[C:5]([CH:46]=[C:47]([C:49]([F:50])([F:52])[F:51])[CH:48]=1)[CH2:6][N:7]([C:29]1[N:30]=[CH:31][C:32]([C:35]2[CH:39]=[N:38][NH:37][CH:36]=2)=[CH:33][N:34]=1)[C@@H:8]1[CH2:12][N:11]([C:13]2[C:18]([Cl:19])=[CH:17][N:16]=[C:15]([N:20]3[CH2:25][CH2:24][CH:23]([OH:26])[CH2:22][CH2:21]3)[N:14]=2)[C@H:10]([CH2:27][CH3:28])[CH2:9]1.